This data is from Reaction yield outcomes from USPTO patents with 853,638 reactions. The task is: Predict the reaction yield, written as a fraction of the theoretical maximum amount of product (1.0 means a 100% yield; for example, 0.34 means a 34% yield). (1) The reactants are Cl.[CH:2]1([NH:7][NH2:8])[CH2:6][CH2:5][CH2:4][CH2:3]1.C(O[CH:12]=[C:13]([C:19]#[N:20])[C:14]([O:16][CH2:17][CH3:18])=[O:15])C.C([O-])(=O)C.[Na+]. The product is [CH2:17]([O:16][C:14]([C:13]1[CH:12]=[N:8][N:7]([CH:2]2[CH2:6][CH2:5][CH2:4][CH2:3]2)[C:19]=1[NH2:20])=[O:15])[CH3:18]. The catalyst is C(O)C. The yield is 0.730. (2) The reactants are Cl[C:2]1[N:7]=[C:6]([N:8]([CH3:28])[CH2:9][CH2:10][CH2:11][O:12][C:13]2[CH:14]=[C:15]3[C:19](=[CH:20][CH:21]=2)[C@H:18]([CH2:22][C:23]([O:25][CH2:26][CH3:27])=[O:24])[CH2:17][CH2:16]3)[C:5]([CH3:29])=[CH:4][N:3]=1.[CH2:30]([C:32]1[CH:37]=[CH:36][C:35](B(O)O)=[CH:34][CH:33]=1)[CH3:31].C(Cl)Cl.C([O-])([O-])=O.[Na+].[Na+]. The catalyst is CCOC(C)=O.C1C=CC(P(C2C=CC=CC=2)[C-]2C=CC=C2)=CC=1.C1C=CC(P(C2C=CC=CC=2)[C-]2C=CC=C2)=CC=1.Cl[Pd]Cl.[Fe+2].O1CCOCC1.C1(C)C=CC=CC=1. The product is [CH2:30]([C:32]1[CH:37]=[CH:36][C:35]([C:2]2[N:7]=[C:6]([N:8]([CH3:28])[CH2:9][CH2:10][CH2:11][O:12][C:13]3[CH:14]=[C:15]4[C:19](=[CH:20][CH:21]=3)[C@H:18]([CH2:22][C:23]([O:25][CH2:26][CH3:27])=[O:24])[CH2:17][CH2:16]4)[C:5]([CH3:29])=[CH:4][N:3]=2)=[CH:34][CH:33]=1)[CH3:31]. The yield is 0.590. (3) The yield is 0.980. The catalyst is ClCCl. The product is [C:18]([O:17][C:15]([NH:1][C@@H:2]([CH2:3][C:4]1[CH:5]=[CH:6][C:7]([O:10][S:29]([C:32]([F:35])([F:34])[F:33])(=[O:31])=[O:30])=[CH:8][CH:9]=1)[C:11]([O:13][CH3:14])=[O:12])=[O:16])([CH3:21])([CH3:20])[CH3:19]. The reactants are [NH:1]([C:15]([O:17][C:18]([CH3:21])([CH3:20])[CH3:19])=[O:16])[C@H:2]([C:11]([O:13][CH3:14])=[O:12])[CH2:3][C:4]1[CH:9]=[CH:8][C:7]([OH:10])=[CH:6][CH:5]=1.CN1CCOCC1.[S:29](O[S:29]([C:32]([F:35])([F:34])[F:33])(=[O:31])=[O:30])([C:32]([F:35])([F:34])[F:33])(=[O:31])=[O:30].